Regression. Given a peptide amino acid sequence and an MHC pseudo amino acid sequence, predict their binding affinity value. This is MHC class II binding data. From a dataset of Peptide-MHC class II binding affinity with 134,281 pairs from IEDB. (1) The peptide sequence is EFVTLAAKFIIEEDS. The MHC is DRB1_0404 with pseudo-sequence DRB1_0404. The binding affinity (normalized) is 0.0848. (2) The peptide sequence is LGLLYTVKFPNLIDL. The MHC is DRB1_0101 with pseudo-sequence DRB1_0101. The binding affinity (normalized) is 0.515. (3) The peptide sequence is HPQQFIYAGSLSALL. The MHC is DRB1_1302 with pseudo-sequence DRB1_1302. The binding affinity (normalized) is 0.626. (4) The peptide sequence is KTMAVCTNAKVTAKG. The MHC is HLA-DPA10201-DPB10501 with pseudo-sequence HLA-DPA10201-DPB10501. The binding affinity (normalized) is 0.160. (5) The peptide sequence is VRSGGHDYEGLSYRS. The MHC is HLA-DQA10301-DQB10302 with pseudo-sequence HLA-DQA10301-DQB10302. The binding affinity (normalized) is 0.0467. (6) The peptide sequence is FTVFEAAFNNAIKAG. The MHC is DRB1_0701 with pseudo-sequence DRB1_0701. The binding affinity (normalized) is 0.497. (7) The MHC is DRB1_1501 with pseudo-sequence DRB1_1501. The peptide sequence is LRIKSYEDAKSPLTA. The binding affinity (normalized) is 0.0801.